From a dataset of Full USPTO retrosynthesis dataset with 1.9M reactions from patents (1976-2016). Predict the reactants needed to synthesize the given product. (1) Given the product [C:1]([O:5][C:6](=[O:7])[NH:8][C@H:9]1[CH2:14][CH2:13][C@H:12]([CH2:15][OH:16])[C@H:11]([O:19][CH3:20])[CH2:10]1)([CH3:4])([CH3:3])[CH3:2], predict the reactants needed to synthesize it. The reactants are: [C:1]([O:5][C:6]([NH:8][C@H:9]1[CH2:14][CH2:13][C@H:12]([C:15](OC)=[O:16])[C@H:11]([O:19][CH3:20])[CH2:10]1)=[O:7])([CH3:4])([CH3:3])[CH3:2].[AlH4-].[Li+]. (2) Given the product [NH2:1][C:2]1[N:3]=[C:4]([NH:17][CH:18]2[CH2:23][CH2:22][N:21]([S:34]([C:31]3[CH:30]=[CH:29][C:28]([N+:25]([O-:27])=[O:26])=[CH:33][N:32]=3)(=[O:36])=[O:35])[CH2:20][CH2:19]2)[S:5][C:6]=1[C:7]([C:9]1[C:14]([F:15])=[CH:13][CH:12]=[CH:11][C:10]=1[F:16])=[O:8], predict the reactants needed to synthesize it. The reactants are: [NH2:1][C:2]1[N:3]=[C:4]([NH:17][CH:18]2[CH2:23][CH2:22][NH:21][CH2:20][CH2:19]2)[S:5][C:6]=1[C:7]([C:9]1[C:14]([F:15])=[CH:13][CH:12]=[CH:11][C:10]=1[F:16])=[O:8].Cl.[N+:25]([C:28]1[CH:29]=[CH:30][C:31]([S:34](Cl)(=[O:36])=[O:35])=[N:32][CH:33]=1)([O-:27])=[O:26]. (3) Given the product [CH2:1]([S:3]([C:6]1[CH:7]=[C:8]2[C:12](=[CH:13][CH:14]=1)[NH:11][C:10](=[O:15])/[C:9]/2=[CH:30]\[C:29]1[NH:28][C:27]2[CH2:32][CH2:33][CH2:34][CH2:35][CH2:36][C:26]=2[C:25]=1[CH2:24][CH2:23][CH2:22][N:16]1[CH2:17][CH2:18][O:19][CH2:20][CH2:21]1)(=[O:4])=[O:5])[CH3:2], predict the reactants needed to synthesize it. The reactants are: [CH2:1]([S:3]([C:6]1[CH:7]=[C:8]2[C:12](=[CH:13][CH:14]=1)[NH:11][C:10](=[O:15])[CH2:9]2)(=[O:5])=[O:4])[CH3:2].[N:16]1([CH2:22][CH2:23][CH2:24][C:25]2[C:26]3[CH2:36][CH2:35][CH2:34][CH2:33][CH2:32][C:27]=3[NH:28][C:29]=2[CH:30]=O)[CH2:21][CH2:20][O:19][CH2:18][CH2:17]1.N1CCCCC1. (4) Given the product [Cl:20][C:17]1[CH:18]=[CH:19][C:14]([N:11]2[CH2:12][CH2:13][N:8]([C:6]3[N:7]=[C:2]([NH:32][C@H:31]([C:25]4[CH:30]=[CH:29][CH:28]=[CH:27][CH:26]=4)[CH2:33][OH:34])[C:3]4[S:23](=[O:24])[CH2:22][CH2:21][C:4]=4[N:5]=3)[CH2:9][CH2:10]2)=[CH:15][CH:16]=1, predict the reactants needed to synthesize it. The reactants are: Cl[C:2]1[C:3]2[S:23](=[O:24])[CH2:22][CH2:21][C:4]=2[N:5]=[C:6]([N:8]2[CH2:13][CH2:12][N:11]([C:14]3[CH:19]=[CH:18][C:17]([Cl:20])=[CH:16][CH:15]=3)[CH2:10][CH2:9]2)[N:7]=1.[C:25]1([C@H:31]([CH2:33][OH:34])[NH2:32])[CH:30]=[CH:29][CH:28]=[CH:27][CH:26]=1.C(N(C(C)C)CC)(C)C.O. (5) Given the product [C:17]([N:1]1[CH2:6][CH2:5][CH:4]([CH2:7][OH:8])[CH2:3][CH2:2]1)(=[O:24])[C:18]1[CH:23]=[CH:22][CH:21]=[CH:20][CH:19]=1, predict the reactants needed to synthesize it. The reactants are: [NH:1]1[CH2:6][CH2:5][CH:4]([CH2:7][OH:8])[CH2:3][CH2:2]1.C(N(CC)CC)C.[Cl-].[C:17](Cl)(=[O:24])[C:18]1[CH:23]=[CH:22][CH:21]=[CH:20][CH:19]=1.